Task: Predict the reactants needed to synthesize the given product.. Dataset: Full USPTO retrosynthesis dataset with 1.9M reactions from patents (1976-2016) (1) Given the product [Br:8][C:9]1[CH:10]=[C:11]([C:15]2[CH:32]=[C:18]3[C:19]([O:31][S:40]([C:43]([F:46])([F:45])[F:44])(=[O:42])=[O:41])=[C:20]([C:24]([O:26][C:27]([CH3:29])([CH3:28])[CH3:30])=[O:25])[C:21]([CH3:23])=[CH:22][N:17]3[N:16]=2)[CH:12]=[CH:13][CH:14]=1, predict the reactants needed to synthesize it. The reactants are: C(=O)=O.CC(C)=O.[Br:8][C:9]1[CH:10]=[C:11]([C:15]2[CH:32]=[C:18]3[C:19]([OH:31])=[C:20]([C:24]([O:26][C:27]([CH3:30])([CH3:29])[CH3:28])=[O:25])[C:21]([CH3:23])=[CH:22][N:17]3[N:16]=2)[CH:12]=[CH:13][CH:14]=1.CCN(CC)CC.[S:40](O[S:40]([C:43]([F:46])([F:45])[F:44])(=[O:42])=[O:41])([C:43]([F:46])([F:45])[F:44])(=[O:42])=[O:41]. (2) The reactants are: [C:1]([O:5][C:6](=[O:18])[NH:7][C:8]1[CH:9]=[N:10][C:11]2[C:16]([CH:17]=1)=[CH:15][CH:14]=[CH:13][CH:12]=2)([CH3:4])([CH3:3])[CH3:2].C(O)(=O)C. Given the product [C:1]([O:5][C:6](=[O:18])[NH:7][CH:8]1[CH2:17][C:16]2[C:11](=[CH:12][CH:13]=[CH:14][CH:15]=2)[NH:10][CH2:9]1)([CH3:4])([CH3:2])[CH3:3], predict the reactants needed to synthesize it.